From a dataset of Catalyst prediction with 721,799 reactions and 888 catalyst types from USPTO. Predict which catalyst facilitates the given reaction. Reactant: [C:1]([C:3]1[CH:37]=[CH:36][C:6]2[N:7]([CH2:22][C:23]3[C:32]4[C:27](=[CH:28][CH:29]=[CH:30][CH:31]=4)[N:26]=[CH:25][C:24]=3[CH:33]3[CH2:35][CH2:34]3)[C:8](=[O:21])[C@@H:9]([NH:13]C(=O)OC(C)(C)C)[C@H:10]([CH3:12])[NH:11][C:5]=2[CH:4]=1)#[N:2].[ClH:38]. Product: [ClH:38].[ClH:38].[NH2:13][C@@H:9]1[C:8](=[O:21])[N:7]([CH2:22][C:23]2[C:32]3[C:27](=[CH:28][CH:29]=[CH:30][CH:31]=3)[N:26]=[CH:25][C:24]=2[CH:33]2[CH2:35][CH2:34]2)[C:6]2[CH:36]=[CH:37][C:3]([C:1]#[N:2])=[CH:4][C:5]=2[NH:11][C@H:10]1[CH3:12]. The catalyst class is: 440.